This data is from Peptide-MHC class I binding affinity with 185,985 pairs from IEDB/IMGT. The task is: Regression. Given a peptide amino acid sequence and an MHC pseudo amino acid sequence, predict their binding affinity value. This is MHC class I binding data. (1) The binding affinity (normalized) is 0.149. The peptide sequence is NFMVSVSDFR. The MHC is HLA-A03:01 with pseudo-sequence HLA-A03:01. (2) The binding affinity (normalized) is 1.00. The peptide sequence is YLTSFVVPI. The MHC is HLA-A02:01 with pseudo-sequence HLA-A02:01. (3) The peptide sequence is INTLESMMK. The MHC is HLA-A26:01 with pseudo-sequence HLA-A26:01. The binding affinity (normalized) is 0.0847. (4) The peptide sequence is LSLGKGFASL. The MHC is H-2-Db with pseudo-sequence H-2-Db. The binding affinity (normalized) is 0.147. (5) The peptide sequence is KQLELFWVI. The MHC is HLA-C04:01 with pseudo-sequence HLA-C04:01. The binding affinity (normalized) is 0.213. (6) The peptide sequence is ENALLVALF. The MHC is SLA-10401 with pseudo-sequence SLA-10401. The binding affinity (normalized) is 0.0847. (7) The peptide sequence is YYLIKYLHV. The MHC is HLA-A80:01 with pseudo-sequence HLA-A80:01. The binding affinity (normalized) is 0.0847. (8) The peptide sequence is SENDRLRLL. The MHC is HLA-A01:01 with pseudo-sequence HLA-A01:01. The binding affinity (normalized) is 0.213.